Task: Predict the product of the given reaction.. Dataset: Forward reaction prediction with 1.9M reactions from USPTO patents (1976-2016) Given the reactants [O:1]=[C:2]1[NH:6][CH2:5][CH2:4][N:3]1[C:7]1[CH:8]=[C:9]([CH:12]=[CH:13][CH:14]=1)[C:10]#[N:11].[ClH:15], predict the reaction product. The product is: [ClH:15].[NH2:11][CH2:10][C:9]1[CH:8]=[C:7]([N:3]2[CH2:4][CH2:5][NH:6][C:2]2=[O:1])[CH:14]=[CH:13][CH:12]=1.